Task: Predict the product of the given reaction.. Dataset: Forward reaction prediction with 1.9M reactions from USPTO patents (1976-2016) (1) Given the reactants [CH2:1]([O:3][C:4]1[CH:5]=[CH:6][C:7]([F:12])=[C:8]([CH:11]=1)[CH:9]=O)[CH3:2].[NH2:13][C:14]1[CH:21]=[CH:20][C:17]([C:18]#[N:19])=[CH:16][CH:15]=1, predict the reaction product. The product is: [CH2:1]([O:3][C:4]1[CH:5]=[CH:6][C:7]([F:12])=[C:8]([CH:11]=1)/[CH:9]=[N:13]/[C:14]1[CH:21]=[CH:20][C:17]([C:18]#[N:19])=[CH:16][CH:15]=1)[CH3:2]. (2) Given the reactants Cl[S:2]([C:5]1[C:14]2[C:9](=[CH:10][CH:11]=[CH:12][CH:13]=2)[C:8]([C:15]2[S:19][C:18]([C:20]([O:22][CH2:23][CH3:24])=[O:21])=[N:17][C:16]=2[CH2:25][CH:26]2[CH2:31][CH2:30][CH2:29][CH2:28][CH2:27]2)=[CH:7][CH:6]=1)(=[O:4])=[O:3].CCN(C(C)C)C(C)C.[NH2:41][C:42]1([C:45]#[N:46])[CH2:44][CH2:43]1, predict the reaction product. The product is: [C:45]([C:42]1([NH:41][S:2]([C:5]2[C:14]3[C:9](=[CH:10][CH:11]=[CH:12][CH:13]=3)[C:8]([C:15]3[S:19][C:18]([C:20]([O:22][CH2:23][CH3:24])=[O:21])=[N:17][C:16]=3[CH2:25][CH:26]3[CH2:31][CH2:30][CH2:29][CH2:28][CH2:27]3)=[CH:7][CH:6]=2)(=[O:4])=[O:3])[CH2:44][CH2:43]1)#[N:46]. (3) Given the reactants Cl[C:2]1[C:11]2[C:6](=[CH:7][CH:8]=[C:9]([Cl:12])[N:10]=2)[N:5]=[CH:4][C:3]=1[C:13](=[O:16])[CH2:14][CH3:15].[NH2:17][C:18]1[CH:19]=[CH:20][C:21]([N:24]2[CH2:29][CH2:28][CH2:27][C@H:26]([NH:30][C:31](=[O:37])[O:32][C:33]([CH3:36])([CH3:35])[CH3:34])[CH2:25]2)=[N:22][CH:23]=1, predict the reaction product. The product is: [C:33]([O:32][C:31](=[O:37])[NH:30][C@H:26]1[CH2:27][CH2:28][CH2:29][N:24]([C:21]2[CH:20]=[CH:19][C:18]([NH:17][C:2]3[C:11]4[C:6](=[CH:7][CH:8]=[C:9]([Cl:12])[N:10]=4)[N:5]=[CH:4][C:3]=3[C:13](=[O:16])[CH2:14][CH3:15])=[CH:23][N:22]=2)[CH2:25]1)([CH3:36])([CH3:34])[CH3:35]. (4) Given the reactants Br[C:2]1[C:14](=[O:15])[N:13]([CH:16]2[CH2:20][CH2:19][CH2:18][CH2:17]2)[C:5]2[N:6]=[C:7]([NH:11][CH3:12])[N:8]=[C:9]([CH3:10])[C:4]=2[CH:3]=1.[OH:21][CH2:22][C:23]1[CH:24]=[C:25](B(O)O)[CH:26]=[CH:27][CH:28]=1.CO.C([O-])(O)=O.[Na+], predict the reaction product. The product is: [CH:16]1([N:13]2[C:5]3[N:6]=[C:7]([NH:11][CH3:12])[N:8]=[C:9]([CH3:10])[C:4]=3[CH:3]=[C:2]([C:27]3[CH:26]=[CH:25][CH:24]=[C:23]([CH2:22][OH:21])[CH:28]=3)[C:14]2=[O:15])[CH2:20][CH2:19][CH2:18][CH2:17]1. (5) Given the reactants [CH2:1]([C:5]1[C:9](/[CH:10]=[CH:11]/[C:12]2[CH:24]=[CH:23][C:15]([C:16]([NH:18][CH:19]([CH3:22])[CH2:20][OH:21])=[O:17])=[CH:14][N:13]=2)=[C:8]([CH3:25])[O:7][N:6]=1)[CH2:2][CH2:3][CH3:4], predict the reaction product. The product is: [CH2:1]([C:5]1[C:9]([CH2:10][CH2:11][C:12]2[CH:24]=[CH:23][C:15]([C:16]([NH:18][CH:19]([CH3:22])[CH2:20][OH:21])=[O:17])=[CH:14][N:13]=2)=[C:8]([CH3:25])[O:7][N:6]=1)[CH2:2][CH2:3][CH3:4]. (6) Given the reactants [O:1]1[C:10]2[C:5](=[CH:6][CH:7]=[CH:8][CH:9]=2)[CH2:4][CH2:3][C@@H:2]1[CH2:11][NH2:12].[C:13]([O:17][C:18](O[C:18]([O:17][C:13]([CH3:16])([CH3:15])[CH3:14])=[O:19])=[O:19])([CH3:16])([CH3:15])[CH3:14], predict the reaction product. The product is: [O:1]1[C:10]2[C:5](=[CH:6][CH:7]=[CH:8][CH:9]=2)[CH2:4][CH2:3][C@@H:2]1[CH2:11][NH:12][C:18](=[O:19])[O:17][C:13]([CH3:16])([CH3:15])[CH3:14]. (7) Given the reactants [NH2:1][CH:2]([CH2:24][C:25]1[CH:30]=[CH:29][C:28]([O:31][C:32]([CH3:35])([CH3:34])[CH3:33])=[CH:27][CH:26]=1)[C:3]([N:5]([CH2:14][C:15]1[C:20]2[N:21]=[CH:22][S:23][C:19]=2[CH:18]=[CH:17][CH:16]=1)[CH2:6][CH:7]([O:11][CH2:12][CH3:13])[O:8][CH2:9][CH3:10])=[O:4].[CH2:36]([NH:43][C:44](=[O:52])[NH:45][C@H:46]([CH3:51])[CH2:47][C:48](O)=[O:49])[C:37]1[CH:42]=[CH:41][CH:40]=[CH:39][CH:38]=1.CCN=C=NCCCN(C)C.C1C=CC2N(O)N=NC=2C=1.CCN(C(C)C)C(C)C, predict the reaction product. The product is: [S:23]1[C:19]2[CH:18]=[CH:17][CH:16]=[C:15]([CH2:14][N:5]([CH2:6][CH:7]([O:11][CH2:12][CH3:13])[O:8][CH2:9][CH3:10])[C:3]([CH:2]([NH:1][C:48](=[O:49])[CH2:47][CH:46]([NH:45][C:44]([NH:43][CH2:36][C:37]3[CH:42]=[CH:41][CH:40]=[CH:39][CH:38]=3)=[O:52])[CH3:51])[CH2:24][C:25]3[CH:26]=[CH:27][C:28]([O:31][C:32]([CH3:33])([CH3:35])[CH3:34])=[CH:29][CH:30]=3)=[O:4])[C:20]=2[N:21]=[CH:22]1. (8) Given the reactants [Cl:1][C:2]1[CH:3]=[CH:4][C:5]2[NH:11][C:10]3[CH:12]=[CH:13][CH:14]=[CH:15][C:9]=3[C:8](Cl)=[N:7][C:6]=2[CH:17]=1.[CH2:18]1[CH2:22]O[CH2:20][CH2:19]1.[Cl-].[Mg+2].CC1C[CH2:30][NH:29][CH2:28]C1.[Cl-], predict the reaction product. The product is: [Cl:1][C:2]1[CH:3]=[CH:4][C:5]2[NH:11][C:10]3[CH:12]=[CH:13][CH:14]=[CH:15][C:9]=3[C:8]([CH:18]3[CH2:22][CH2:28][N:29]([CH3:30])[CH2:20][CH2:19]3)=[N:7][C:6]=2[CH:17]=1. (9) Given the reactants [CH2:1]([O:8][C:9]([N:11]1[CH2:16][CH2:15][CH2:14][CH2:13][C@H:12]1[C:17]([OH:19])=O)=[O:10])[C:2]1[CH:7]=[CH:6][CH:5]=[CH:4][CH:3]=1.C[N:21](C(ON1N=NC2C=CC=CC1=2)=[N+](C)C)C.[B-](F)(F)(F)F.CCN(C(C)C)C(C)C.N.O1CCOCC1, predict the reaction product. The product is: [NH2:21][C:17]([C@@H:12]1[CH2:13][CH2:14][CH2:15][CH2:16][N:11]1[C:9]([O:8][CH2:1][C:2]1[CH:7]=[CH:6][CH:5]=[CH:4][CH:3]=1)=[O:10])=[O:19]. (10) Given the reactants O1CC[O:3][CH:2]1[C:6]1[S:10][C:9]([C:11]2[CH:12]=[C:13]3[C:17](=[CH:18][CH:19]=2)[C:16](=[O:20])[NH:15][CH2:14]3)=[CH:8][CH:7]=1.[C:21](OC(=O)C)(=[O:23])[CH3:22], predict the reaction product. The product is: [C:21]([N:15]1[CH2:14][C:13]2[C:17](=[CH:18][CH:19]=[C:11]([C:9]3[S:10][C:6]([CH:2]=[O:3])=[CH:7][CH:8]=3)[CH:12]=2)[C:16]1=[O:20])(=[O:23])[CH3:22].